From a dataset of Full USPTO retrosynthesis dataset with 1.9M reactions from patents (1976-2016). Predict the reactants needed to synthesize the given product. (1) The reactants are: [CH3:1][O:2][C:3]1[N:8]=[C:7]([C:9]2[CH:17]=[CH:16][C:12]([C:13]([OH:15])=O)=[CH:11][CH:10]=2)[CH:6]=[CH:5][CH:4]=1.[CH3:18][C@@H:19]1[CH2:23][CH2:22][CH2:21][N:20]1[CH2:24][C@@H:25]1[CH2:29][CH2:28][CH2:27][NH:26]1. Given the product [CH3:1][O:2][C:3]1[N:8]=[C:7]([C:9]2[CH:10]=[CH:11][C:12]([C:13]([N:26]3[CH2:27][CH2:28][CH2:29][C@H:25]3[CH2:24][N:20]3[CH2:21][CH2:22][CH2:23][C@H:19]3[CH3:18])=[O:15])=[CH:16][CH:17]=2)[CH:6]=[CH:5][CH:4]=1, predict the reactants needed to synthesize it. (2) Given the product [CH3:7][C:6]1[C:2]2[N:1]=[CH:13][NH:15][C:8](=[O:10])[C:3]=2[S:4][CH:5]=1, predict the reactants needed to synthesize it. The reactants are: [NH2:1][C:2]1[C:6]([CH3:7])=[CH:5][S:4][C:3]=1[C:8]([O:10]C)=O.O.[CH:13]([NH2:15])=O. (3) Given the product [C:13]([C:14]1[CH:15]=[C:16]([NH2:17])[N:10]([C:6]2[CH:7]=[CH:8][CH:9]=[C:4]([O:2][CH3:3])[CH:5]=2)[N:11]=1)([CH3:20])([CH3:19])[CH3:12], predict the reactants needed to synthesize it. The reactants are: Cl.[O:2]([C:4]1[CH:5]=[C:6]([NH:10][NH2:11])[CH:7]=[CH:8][CH:9]=1)[CH3:3].[CH3:12][C:13]([CH3:20])([CH3:19])[C:14](=O)[CH2:15][C:16]#[N:17]. (4) Given the product [Br:1][C:2]1[CH:7]=[CH:6][C:5]([C:8]2([NH:11][C:12]([C:14]3[C:22]4[C:17](=[N:18][CH:19]=[C:20]([C:23]5[C:31]6[C:26](=[CH:27][C:28]([F:32])=[CH:29][CH:30]=6)[N:25]([CH3:33])[N:24]=5)[N:21]=4)[NH:16][CH:15]=3)=[O:13])[CH2:10][CH2:9]2)=[CH:4][CH:3]=1, predict the reactants needed to synthesize it. The reactants are: [Br:1][C:2]1[CH:7]=[CH:6][C:5]([C:8]2([NH:11][C:12]([C:14]3[C:22]4[C:17](=[N:18][CH:19]=[C:20]([C:23]5[C:31]6[C:26](=[CH:27][C:28]([F:32])=[CH:29][CH:30]=6)[N:25]([CH3:33])[N:24]=5)[N:21]=4)[N:16](COCC[Si](C)(C)C)[CH:15]=3)=[O:13])[CH2:10][CH2:9]2)=[CH:4][CH:3]=1.CCCC[N+](CCCC)(CCCC)CCCC.[F-].CC(=O)OCC.C(=O)(O)[O-].[Na+]. (5) Given the product [C:1]([C:5]1[CH:10]=[CH:9][C:8]([O:11][CH2:12][CH2:13][O:15][C:16]2[CH:17]=[CH:18][C:19]([CH:22]([C:28]#[C:29][CH3:30])[CH2:23][C:24]([OH:26])=[O:25])=[CH:20][CH:21]=2)=[CH:7][CH:6]=1)([CH3:4])([CH3:3])[CH3:2], predict the reactants needed to synthesize it. The reactants are: [C:1]([C:5]1[CH:10]=[CH:9][C:8]([O:11][CH2:12][CH2:13]Cl)=[CH:7][CH:6]=1)([CH3:4])([CH3:3])[CH3:2].[OH:15][C:16]1[CH:21]=[CH:20][C:19]([CH:22]([C:28]#[C:29][CH3:30])[CH2:23][C:24]([O:26]C)=[O:25])=[CH:18][CH:17]=1. (6) Given the product [Cl:1][C:2]1[CH:9]=[CH:8][C:5]([CH:6]=[C:13]([C:11]#[N:12])[C:14]([O:16][CH2:17][CH3:18])=[O:15])=[CH:4][C:3]=1[F:10], predict the reactants needed to synthesize it. The reactants are: [Cl:1][C:2]1[CH:9]=[CH:8][C:5]([CH:6]=O)=[CH:4][C:3]=1[F:10].[C:11]([CH2:13][C:14]([O:16][CH2:17][CH3:18])=[O:15])#[N:12].N1CCCCC1. (7) The reactants are: [CH3:1][C:2]1[O:3][CH:4]=[CH:5][C:6]=1[CH2:7][NH2:8].CC1[O:11]C=CC=1C(OC)=O.C[O-].[Na+]. Given the product [CH3:1][C:2]1[O:3][CH:4]=[CH:5][C:6]=1[C:7]([NH2:8])=[O:11], predict the reactants needed to synthesize it. (8) Given the product [CH2:2]([C:45](=[C:24]1[C:23]2[C:15]([CH:16]=[C:17]3[C:22]=2[CH:21]=[C:20]([C:30]([CH3:31])([CH3:32])[CH3:33])[C:19]([C:34]2[CH:39]=[CH:38][C:37]([CH3:40])=[CH:36][CH:35]=2)=[CH:18]3)=[C:14]([CH:17]2[CH:22]=[CH:23][CH:15]=[CH:16]2)[C:13]([C:10]2[CH:11]=[CH:12][C:7]([CH3:41])=[CH:8][CH:9]=2)=[C:25]1[C:26]([CH3:29])([CH3:27])[CH3:28])[CH2:44][C:43]1[CH:42]=[CH:12][CH:7]=[CH:8][CH:9]=1)[C:1]1[CH:4]=[CH:11][CH:10]=[CH:13][CH:3]=1, predict the reactants needed to synthesize it. The reactants are: [C:1](OC)([CH3:4])([CH3:3])[CH3:2].[C:7]1([CH3:41])[CH:12]=[CH:11][C:10]([C:13]2[C:25]([C:26]([CH3:29])([CH3:28])[CH3:27])=[CH:24][C:23]3[C:22]4[C:17](=[CH:18][C:19]([C:34]5[CH:39]=[CH:38][C:37]([CH3:40])=[CH:36][CH:35]=5)=[C:20]([C:30]([CH3:33])([CH3:32])[CH3:31])[CH:21]=4)[CH2:16][C:15]=3[CH:14]=2)=[CH:9][CH:8]=1.[CH2:42]([Li])[CH2:43][CH2:44][CH3:45].Cl. (9) Given the product [C:11]([C:13]1[CH:14]=[CH:15][C:16]([O:17][CH2:18][CH2:19][N:20]([CH2:26][CH:27]=[O:28])[C:21]([N:23]([CH3:24])[CH3:25])=[O:22])=[CH:29][CH:30]=1)#[N:12], predict the reactants needed to synthesize it. The reactants are: C(Cl)(=O)C(Cl)=O.CS(C)=O.[C:11]([C:13]1[CH:30]=[CH:29][C:16]([O:17][CH2:18][CH2:19][N:20]([CH2:26][CH2:27][OH:28])[C:21]([N:23]([CH3:25])[CH3:24])=[O:22])=[CH:15][CH:14]=1)#[N:12].C(N(CC)CC)C. (10) Given the product [C:1]1([NH:7][C:8](=[O:9])[NH:10][C:11]2[N:15]([C:16]3[CH:17]=[C:18]([CH:33]=[CH:34][CH:35]=3)[CH2:19][NH:20][C:21](=[O:32])[C@@H:22]([NH:24][C:25](=[O:31])[O:26][C:27]([CH3:30])([CH3:29])[CH3:28])[CH3:23])[N:14]=[C:13]([C:36]([F:38])([F:39])[F:37])[CH:12]=2)[CH:6]=[CH:5][CH:4]=[CH:3][CH:2]=1, predict the reactants needed to synthesize it. The reactants are: [C:1]1([N:7]=[C:8]=[O:9])[CH:6]=[CH:5][CH:4]=[CH:3][CH:2]=1.[NH2:10][C:11]1[N:15]([C:16]2[CH:17]=[C:18]([CH:33]=[CH:34][CH:35]=2)[CH2:19][NH:20][C:21](=[O:32])[C@@H:22]([NH:24][C:25](=[O:31])[O:26][C:27]([CH3:30])([CH3:29])[CH3:28])[CH3:23])[N:14]=[C:13]([C:36]([F:39])([F:38])[F:37])[CH:12]=1.C(N(CC)CC)C.